From a dataset of KCNQ2 potassium channel screen with 302,405 compounds. Binary Classification. Given a drug SMILES string, predict its activity (active/inactive) in a high-throughput screening assay against a specified biological target. The molecule is s1c(NC(=O)CN2CCN(CC2)C(=O)c2occc2)c(cc1C)C(=O)c1ccc(cc1)C. The result is 0 (inactive).